This data is from Reaction yield outcomes from USPTO patents with 853,638 reactions. The task is: Predict the reaction yield, written as a fraction of the theoretical maximum amount of product (1.0 means a 100% yield; for example, 0.34 means a 34% yield). (1) The reactants are [C:1]([C:4]1[CH:22]=[CH:21][C:7]2[S:8][C:9]([CH3:20])=[C:10]([CH2:11][C:12]3[CH:17]=[CH:16][C:15]([Cl:18])=[CH:14][C:13]=3[Cl:19])[C:6]=2[CH:5]=1)([OH:3])=O.C(N1C=CN=C1)(N1C=CN=C1)=O.[CH2:35]([S:40]([NH2:43])(=[O:42])=[O:41])[CH2:36][CH2:37][CH2:38][CH3:39].C1CCN2C(=NCCC2)CC1. The catalyst is CN(C)C=O. The product is [Cl:19][C:13]1[CH:14]=[C:15]([Cl:18])[CH:16]=[CH:17][C:12]=1[CH2:11][C:10]1[C:6]2[CH:5]=[C:4]([C:1](=[O:3])[NH:43][S:40]([CH2:35][CH2:36][CH2:37][CH2:38][CH3:39])(=[O:42])=[O:41])[CH:22]=[CH:21][C:7]=2[S:8][C:9]=1[CH3:20]. The yield is 0.680. (2) The reactants are Cl.[C:2]([NH2:5])(=[NH:4])[CH3:3].[O-]CC.[Na+].[C:10]([C:12]1[CH:17]=[CH:16][CH:15]=[CH:14][C:13]=1[C:18]1[CH:23]=[CH:22][C:21]([CH2:24][CH:25]([C:31](OCC)=[O:32])[C:26](OCC)=[O:27])=[CH:20][CH:19]=1)#[N:11].O1CCOCC1. The catalyst is C(O)C. The product is [OH:32][C:31]1[N:4]=[C:2]([CH3:3])[NH:5][C:26](=[O:27])[C:25]=1[CH2:24][C:21]1[CH:22]=[CH:23][C:18]([C:13]2[C:12]([C:10]#[N:11])=[CH:17][CH:16]=[CH:15][CH:14]=2)=[CH:19][CH:20]=1. The yield is 0.400. (3) The reactants are [C:1]([C:3]1([C:6]2[CH:14]=[CH:13][C:9]([C:10]([OH:12])=O)=[CH:8][CH:7]=2)[CH2:5][CH2:4]1)#[N:2].[Cl:15][C:16]1[CH:17]=[C:18]([CH:23]=[CH:24][C:25]=1[O:26][CH:27]([CH3:29])[CH3:28])/[C:19](=[N:21]/O)/[NH2:20].C1CCC(N=C=NC2CCCCC2)CC1.C1C=CC2N(O)N=NC=2C=1.CCN(C(C)C)C(C)C. The catalyst is C(#N)C. The product is [Cl:15][C:16]1[CH:17]=[C:18]([C:19]2[N:21]=[C:10]([C:9]3[CH:8]=[CH:7][C:6]([C:3]4([C:1]#[N:2])[CH2:4][CH2:5]4)=[CH:14][CH:13]=3)[O:12][N:20]=2)[CH:23]=[CH:24][C:25]=1[O:26][CH:27]([CH3:29])[CH3:28]. The yield is 0.238. (4) The reactants are Cl[CH:2]([CH2:5][C:6]1[CH:16]=[CH:15][C:9]2[N:10]=[C:11]([S:13][CH3:14])[S:12][C:8]=2[CH:7]=1)[CH:3]=O.[CH3:17][O:18][C:19]1[N:24]=[N:23][C:22]([NH2:25])=[CH:21][CH:20]=1.O. The catalyst is C(O)CCC. The product is [CH3:17][O:18][C:19]1[CH:20]=[CH:21][C:22]2[N:23]([C:2]([CH2:5][C:6]3[CH:16]=[CH:15][C:9]4[N:10]=[C:11]([S:13][CH3:14])[S:12][C:8]=4[CH:7]=3)=[CH:3][N:25]=2)[N:24]=1. The yield is 0.660. (5) The reactants are C1(P(C2CCCCC2)C2C=CC=CC=2C2C=CC=CC=2N(C)C)CCCCC1.Br[C:30]1[CH:35]=[CH:34][C:33]([N:36]2[C:40]([C:41]3[CH:46]=[CH:45][C:44]([O:47][CH3:48])=[C:43]([O:49][C@@H:50]4[CH2:54][CH2:53][O:52][CH2:51]4)[CH:42]=3)=[CH:39][CH:38]=[N:37]2)=[CH:32][CH:31]=1.[N:55]1([C:61]([O:63][C:64]([CH3:67])([CH3:66])[CH3:65])=[O:62])[CH2:60][CH2:59][NH:58][CH2:57][CH2:56]1.C[Si]([N-][Si](C)(C)C)(C)C.[Li+].[NH4+].[Cl-]. The catalyst is O1CCCC1.[Pd].[Pd].C(=CC(C=CC1C=CC=CC=1)=O)C1C=CC=CC=1.C(=CC(C=CC1C=CC=CC=1)=O)C1C=CC=CC=1.C(=CC(C=CC1C=CC=CC=1)=O)C1C=CC=CC=1. The product is [CH3:48][O:47][C:44]1[CH:45]=[CH:46][C:41]([C:40]2[N:36]([C:33]3[CH:34]=[CH:35][C:30]([N:58]4[CH2:57][CH2:56][N:55]([C:61]([O:63][C:64]([CH3:67])([CH3:66])[CH3:65])=[O:62])[CH2:60][CH2:59]4)=[CH:31][CH:32]=3)[N:37]=[CH:38][CH:39]=2)=[CH:42][C:43]=1[O:49][C@@H:50]1[CH2:54][CH2:53][O:52][CH2:51]1. The yield is 0.340. (6) The reactants are Br[C:2]1[C:3]([C:10]2[CH:15]=[CH:14][C:13]([O:16][CH3:17])=[CH:12][C:11]=2[F:18])=[N:4][N:5]([CH3:9])[C:6]=1[C:7]#[N:8].C([Sn](CCCC)(CCCC)[C:24]1[C:28]([CH3:29])=[CH:27][S:26][C:25]=1[CH3:30])CCC.C1(C)C=CC=CC=1P(C1C=CC=CC=1C)C1C=CC=CC=1C. The catalyst is C1C=CC(/C=C/C(/C=C/C2C=CC=CC=2)=O)=CC=1.C1C=CC(/C=C/C(/C=C/C2C=CC=CC=2)=O)=CC=1.C1C=CC(/C=C/C(/C=C/C2C=CC=CC=2)=O)=CC=1.[Pd].[Pd].CN(C=O)C. The product is [CH3:30][C:25]1[S:26][CH:27]=[C:28]([CH3:29])[C:24]=1[C:2]1[C:3]([C:10]2[CH:15]=[CH:14][C:13]([O:16][CH3:17])=[CH:12][C:11]=2[F:18])=[N:4][N:5]([CH3:9])[C:6]=1[C:7]#[N:8]. The yield is 0.320.